Dataset: Forward reaction prediction with 1.9M reactions from USPTO patents (1976-2016). Task: Predict the product of the given reaction. (1) Given the reactants O[C@@H:2]1[C@@H:7]([C:8]2[CH:13]=[CH:12][C:11]([OH:14])=[CH:10][CH:9]=2)[CH2:6][CH2:5][N:4]([C:15]([O:17][C:18]([CH3:21])([CH3:20])[CH3:19])=[O:16])[CH2:3]1.CCN(S(F)(F)[F:28])CC.C(OCC)(=O)C, predict the reaction product. The product is: [F:28][C@@H:2]1[C@@H:7]([C:8]2[CH:13]=[CH:12][C:11]([OH:14])=[CH:10][CH:9]=2)[CH2:6][CH2:5][N:4]([C:15]([O:17][C:18]([CH3:21])([CH3:20])[CH3:19])=[O:16])[CH2:3]1. (2) Given the reactants [CH2:1](Br)[C:2]1[CH:7]=[CH:6][CH:5]=[CH:4][CH:3]=1.[CH3:9][N:10]([CH3:33])[C:11]([C:13]1[N:17]([C:18]2[CH:23]=[CH:22][C:21]([O:24][CH3:25])=[CH:20][CH:19]=2)[C:16]([C:26]([O:28][CH2:29][CH3:30])=[O:27])=[C:15]([OH:31])[C:14]=1[OH:32])=[O:12].[I-].[K+].C([O-])([O-])=O.[K+].[K+], predict the reaction product. The product is: [CH2:1]([O:31][C:15]1[C:14]([OH:32])=[C:13]([C:11](=[O:12])[N:10]([CH3:33])[CH3:9])[N:17]([C:18]2[CH:23]=[CH:22][C:21]([O:24][CH3:25])=[CH:20][CH:19]=2)[C:16]=1[C:26]([O:28][CH2:29][CH3:30])=[O:27])[C:2]1[CH:7]=[CH:6][CH:5]=[CH:4][CH:3]=1. (3) Given the reactants Cl[CH2:2][C:3]#[C:4][CH2:5][OH:6].[C:7]([O:16][CH3:17])(=[O:15])[CH2:8][CH2:9][CH2:10][CH2:11][CH2:12][C:13]#[CH:14].C([O-])([O-])=O.[K+].[K+].[Na+].[I-], predict the reaction product. The product is: [OH:6][CH2:5][C:4]#[C:3][CH2:2][C:14]#[C:13][CH2:12][CH2:11][CH2:10][CH2:9][CH2:8][C:7]([O:16][CH3:17])=[O:15].